From a dataset of Peptide-MHC class I binding affinity with 185,985 pairs from IEDB/IMGT. Regression. Given a peptide amino acid sequence and an MHC pseudo amino acid sequence, predict their binding affinity value. This is MHC class I binding data. (1) The peptide sequence is EQYTCNKPYT. The MHC is HLA-A02:03 with pseudo-sequence HLA-A02:03. The binding affinity (normalized) is 0.260. (2) The peptide sequence is GLYSSTVPV. The MHC is Patr-B1301 with pseudo-sequence Patr-B1301. The binding affinity (normalized) is 0.284. (3) The peptide sequence is KLDFIRNTK. The MHC is HLA-A26:01 with pseudo-sequence HLA-A26:01. The binding affinity (normalized) is 0.0847. (4) The peptide sequence is RLKMDKLEL. The MHC is HLA-B08:01 with pseudo-sequence HLA-B08:01. The binding affinity (normalized) is 0.416. (5) The peptide sequence is RMYSPTSI. The MHC is HLA-B14:02 with pseudo-sequence HLA-B14:02. The binding affinity (normalized) is 0. (6) The peptide sequence is LLLLVVMMCC. The MHC is HLA-A02:06 with pseudo-sequence HLA-A02:06. The binding affinity (normalized) is 0.244. (7) The peptide sequence is MNYAAAAAY. The MHC is SLA-10701 with pseudo-sequence SLA-10701. The binding affinity (normalized) is 0.628. (8) The peptide sequence is SSKGNCAIK. The MHC is HLA-A03:01 with pseudo-sequence HLA-A03:01. The binding affinity (normalized) is 0.185. (9) The peptide sequence is LAYNKFYIK. The MHC is HLA-A03:01 with pseudo-sequence HLA-A03:01. The binding affinity (normalized) is 0.727.